This data is from NCI-60 drug combinations with 297,098 pairs across 59 cell lines. The task is: Regression. Given two drug SMILES strings and cell line genomic features, predict the synergy score measuring deviation from expected non-interaction effect. Drug 1: CCC(=C(C1=CC=CC=C1)C2=CC=C(C=C2)OCCN(C)C)C3=CC=CC=C3.C(C(=O)O)C(CC(=O)O)(C(=O)O)O. Drug 2: CC1=C2C(C(=O)C3(C(CC4C(C3C(C(C2(C)C)(CC1OC(=O)C(C(C5=CC=CC=C5)NC(=O)OC(C)(C)C)O)O)OC(=O)C6=CC=CC=C6)(CO4)OC(=O)C)O)C)O. Cell line: SN12C. Synergy scores: CSS=40.5, Synergy_ZIP=20.9, Synergy_Bliss=22.7, Synergy_Loewe=22.4, Synergy_HSA=19.2.